Predict the reactants needed to synthesize the given product. From a dataset of Full USPTO retrosynthesis dataset with 1.9M reactions from patents (1976-2016). The reactants are: [Cl:1][C:2]1[C:3]([C:29]2[NH:30][CH2:31][CH2:32][N:33]=2)=[N:4][N:5]([CH:8]2[CH2:12][CH2:11][N:10]([C:13]3[CH:14]=[N:15][N:16]([C:21]4[CH:26]=[CH:25][C:24]([F:27])=[CH:23][CH:22]=4)[C:17]=3[CH:18]([CH3:20])[CH3:19])[C:9]2=[O:28])[C:6]=1[CH3:7].CC(OI1(OC(C)=O)(OC(C)=O)OC(=O)C2C=CC=CC1=2)=O. Given the product [Cl:1][C:2]1[C:3]([C:29]2[NH:33][CH:32]=[CH:31][N:30]=2)=[N:4][N:5]([CH:8]2[CH2:12][CH2:11][N:10]([C:13]3[CH:14]=[N:15][N:16]([C:21]4[CH:22]=[CH:23][C:24]([F:27])=[CH:25][CH:26]=4)[C:17]=3[CH:18]([CH3:20])[CH3:19])[C:9]2=[O:28])[C:6]=1[CH3:7], predict the reactants needed to synthesize it.